Dataset: Forward reaction prediction with 1.9M reactions from USPTO patents (1976-2016). Task: Predict the product of the given reaction. (1) Given the reactants [Br:1][C:2]1[CH:3]=[N:4][N:5]([CH2:11][O:12][CH2:13][CH2:14][Si:15]([CH3:18])([CH3:17])[CH3:16])[C:6]=1[C:7](OC)=[O:8].[H-].[H-].[H-].[H-].[Li+].[Al+3].O, predict the reaction product. The product is: [Br:1][C:2]1[CH:3]=[N:4][N:5]([CH2:11][O:12][CH2:13][CH2:14][Si:15]([CH3:18])([CH3:17])[CH3:16])[C:6]=1[CH2:7][OH:8]. (2) Given the reactants Br[C:2]1[CH:3]=[C:4]([C:14]([NH:16][CH2:17][C:18]2[C:19](=[O:26])[NH:20][C:21]([CH3:25])=[CH:22][C:23]=2[CH3:24])=[O:15])[C:5]2[CH:10]=[N:9][N:8]([CH:11]([CH3:13])[CH3:12])[C:6]=2[N:7]=1.C([O-])([O-])=O.[Na+].[Na+].CO.C(Cl)Cl.O1CCO[CH2:40][CH2:39]1, predict the reaction product. The product is: [CH3:24][C:23]1[CH:22]=[C:21]([CH3:25])[NH:20][C:19](=[O:26])[C:18]=1[CH2:17][NH:16][C:14]([C:4]1[C:5]2[CH:10]=[N:9][N:8]([CH:11]([CH3:13])[CH3:12])[C:6]=2[N:7]=[C:2]([CH:39]=[CH2:40])[CH:3]=1)=[O:15].